Dataset: Drug-target binding data from BindingDB using IC50 measurements. Task: Regression. Given a target protein amino acid sequence and a drug SMILES string, predict the binding affinity score between them. We predict pIC50 (pIC50 = -log10(IC50 in M); higher means more potent). Dataset: bindingdb_ic50. (1) The compound is CC(C)CCC(C)NC=C1C(=O)N(Cc2ccccc2)C(=O)c2ccccc21. The target protein (P55211) has sequence MDEADRRLLRRCRLRLVEELQVDQLWDALLSRELFRPHMIEDIQRAGSGSRRDQARQLIIDLETRGSQALPLFISCLEDTGQDMLASFLRTNRQAAKLSKPTLENLTPVVLRPEIRKPEVLRPETPRPVDIGSGGFGDVGALESLRGNADLAYILSMEPCGHCLIINNVNFCRESGLRTRTGSNIDCEKLRRRFSSLHFMVEVKGDLTAKKMVLALLELAQQDHGALDCCVVVILSHGCQASHLQFPGAVYGTDGCPVSVEKIVNIFNGTSCPSLGGKPKLFFIQACGGEQKDHGFEVASTSPEDESPGSNPEPDATPFQEGLRTFDQLDAISSLPTPSDIFVSYSTFPGFVSWRDPKSGSWYVETLDDIFEQWAHSEDLQSLLLRVANAVSVKGIYKQMPGCFNFLRKKLFFKTS. The pIC50 is 5.3. (2) The small molecule is CCC(CC)O[C@@H]1C=C(C(=O)O)C[C@H](N)[C@H]1NC(C)=O. The target protein (Q75VQ4) has sequence MNPNQKIITIGSVSLTIATVCFLMQIAILVTTVTLHFKQYECDSPASNQVMPCEPIIIERNITEIVYLNNTTIDKEKCPKVVEYRNWSKPQCQITGFAPFSKDNSIRLSAGGDIWVTREPYVSCDHGKCYQFALGQGTTLDNKHSNDTIHDRIPHRTLLMNELGVPFHLGTRQVCIAWSSSSCHDGKAWLHVCITGDDKNATASFIYDGRLVDSIGSWSQNILRTQESECVCINGTCTVVMTDGSASGRADTRILFIEEGKIVHISPLSGSAQHVEECSCYPRYPGVRCICRDNWKGSNRPVVDINMEDYSIDSSYVCSGLVGDTPRNDDRSSNSNCRNPNNERGNQGVKGWAFDNGDDVWMGRTISKDLRSGYETFKVIGGWSTPNSKSQINRQVIVDSDNRSGYSGIFSVEGKSCINRCFYVELIRGRKQETRVWWTSNSIVVFCGTSGTYGTGSWPDGANINFMPI. The pIC50 is 8.8. (3) The drug is C=C[C@@]1(C)CC(=O)[C@@]2(O)[C@](C)(O1)[C@@H](OC(=O)NCCO)[C@@H](O)[C@H]1C(C)(C)CC[C@H](O)[C@@]12C. The target protein (Q08828) has sequence MAGAPRGGGGGGGGAGEPGGAERAAGTSRRRGLRACDEEFACPELEALFRGYTLRLEQAATLKALAVLSLLAGALALAELLGAPGPAPGLAKGSHPVHCVLFLALLVVTNVRSLQVPQLQQVGQLALLFSLTFALLCCPFALGGPARGSAGAAGGPATAEQGVWQLLLVTFVSYALLPVRSLLAIGFGLVVAASHLLVTATLVPAKRPRLWRTLGANALLFVGVNMYGVFVRILTERSQRKAFLQARSCIEDRLRLEDENEKQERLLMSLLPRNVAMEMKEDFLKPPERIFHKIYIQRHDNVSILFADIVGFTGLASQCTAQELVKLLNELFGKFDELATENHCRRIKILGDCYYCVSGLTQPKTDHAHCCVEMGLDMIDTITSVAEATEVDLNMRVGLHTGRVLCGVLGLRKWQYDVWSNDVTLANVMEAAGLPGKVHITKTTLACLNGDYEVEPGYGHERNSFLKTHNIETFFIVPSHRRKIFPGLILSDIKPAKRMK.... The pIC50 is 7.4. (4) The drug is CCOC(=O)c1cn2c3c(c(F)c(F)cc3c1=O)Oc1cc([N+](=O)[O-])ccc1-2. The target protein sequence is MGKALVIVESPAKAKTINKYLGSDYVVKSSVGHIRDLPTSGSAAKKSADSTSTKTAKKPKKDERGALVNRMGVDPWHNWEAHYEVLPGKEKVVSELKQLAEKADHIYLATDLDREGEAIAWHLREVIGGDDARYSRVVFNEITKNAIRQAFNKPGELNIDRVNAQQARRFMDRVVGYMVSPLLWKKIARGLSAGRVQSVAVRLVVEREREIKAFVPEEFWEVDASTTTPSGEALALQVTHQNDKPFRPVNKEQTQAAVSLLEKARYSVLEREDKPTTSKPGAPFITSTLQQAASTRLGFGVKKTMMMAQRLYEAGYITYMRTDSTNLSQDAVNMVRGYISDNFGKKYLPESPNQYASKENSQEAHEAIRPSDVNVMAESLKDMEADAQKLYQLIWRQFVACQMTPAKYDSTTLTVGAGDFRLKARGRILRFDGWTKVMPALRKGDEDRILPAVNKGDALTLVELTPAQHFTKPPARFSEASLVKELEKRGIGRPSTYASI.... The pIC50 is 4.8. (5) The small molecule is Cc1ccc(C2C(C(=O)c3cccnc3)=C(O)C(=O)N2CCc2c[nH]c3cc(Cl)ccc23)cc1. The target protein (Q8VIJ4) has sequence MATIEEIAHQIIDQQMGEIVTEQQTGQKIQIVTALDHSTQGKQFILANHEGSTPGKVFLTTPDAAGVNQLFFASPDLSTPHLQLLTENSPDQGPNKVFDLCVVCGDKASGRHYGAITCEGCKGFFKRSIRKNLVYSCRGSKDCIINKHHRNRCQYCRLQRCIAFGMKQDSVQCERKPIEVSREKSSNCAASTEKIYIRKDLRSPLAATPTFVTDSETARSTGLLDSGMFVNIHPSGIKTEPALLMTPDKAESCQGDLGTLASVVTSLANLGKAKDLSHCGGDLPVVQSLRNGDTSFGAFHQDIQTNGDVSRAFDNLAKALTPGENPACQSPGESMEGSTHLIAGEPSCMEREGPLLSDSHVVFRLTMPSPMPEYLNVHYIGESASRLLFLSMHWALSIPSFQALGQENSISLVKAYWNELFTLGLAQCWQVMNVATILATFVNCLHNSLQQDKMSPERRKLLMEHIFKLQEFCNSMVKLCIDGHEYAYLKAIVLFSPDHP.... The pIC50 is 5.4. (6) The drug is CCCCCC(=O)N[C@H](C(=O)N[C@@H](CCS(C)=O)C(=O)N[C@@H](CC(C)C)C(=O)[C@@]1(C)CO1)C(C)C. The target protein (P23639) has sequence MTDRYSFSLTTFSPSGKLGQIDYALTAVKQGVTSLGIKATNGVVIATEKKSSSPLAMSETLSKVSLLTPDIGAVYSGMGPDYRVLVDKSRKVAHTSYKRIYGEYPPTKLLVSEVAKIMQEATQSGGVRPFGVSLLIAGHDEFNGFSLYQVDPSGSYFPWKATAIGKGSVAAKTFLEKRWNDELELEDAIHIALLTLKESVEGEFNGDTIELAIIGDENPDLLGYTGIPTDKGPRFRKLTSQEINDRLEAL. The pIC50 is 8.8.